Dataset: Forward reaction prediction with 1.9M reactions from USPTO patents (1976-2016). Task: Predict the product of the given reaction. (1) Given the reactants [C:1]([O:5][C:6]([N:8]1[CH2:15][CH2:14][C:11]2([O:13][CH2:12]2)[CH2:10][CH2:9]1)=[O:7])([CH3:4])([CH3:3])[CH3:2].[OH2:16].C1(C)C=CC(S(O)(=O)=O)=CC=1.[CH3:28]O, predict the reaction product. The product is: [C:1]([O:5][C:6]([N:8]1[CH2:9][CH2:10][C:11]([O:13][CH3:28])([CH2:12][OH:16])[CH2:14][CH2:15]1)=[O:7])([CH3:2])([CH3:3])[CH3:4]. (2) Given the reactants [NH2:1][C:2]1[C:7](Br)=[CH:6][N:5]=[C:4]([Cl:9])[CH:3]=1.[F:10][C:11]1[CH:12]=[C:13](B(O)O)[CH:14]=[CH:15][C:16]=1[O:17][CH:18]([CH3:20])[CH3:19].C(=O)([O-])[O-].[Na+].[Na+], predict the reaction product. The product is: [Cl:9][C:4]1[CH:3]=[C:2]([NH2:1])[C:7]([C:13]2[CH:14]=[CH:15][C:16]([O:17][CH:18]([CH3:19])[CH3:20])=[C:11]([F:10])[CH:12]=2)=[CH:6][N:5]=1. (3) Given the reactants [C:1]([O:5][C:6]([NH:8][C:9]1[CH:10]=[C:11]([CH:28]=[CH:29][C:30]=1[CH3:31])[O:12][C:13]1[CH:14]=[CH:15][C:16]([NH:19][C:20]([NH:22]C(=O)OCC)=S)=[N:17][CH:18]=1)=[O:7])([CH3:4])([CH3:3])[CH3:2].[Cl-].O[NH3+].C([N:38](CC)C(C)C)(C)C.C(O)C, predict the reaction product. The product is: [NH2:38][C:20]1[N:19]=[C:16]2[CH:15]=[CH:14][C:13]([O:12][C:11]3[CH:28]=[CH:29][C:30]([CH3:31])=[C:9]([NH:8][C:6](=[O:7])[O:5][C:1]([CH3:2])([CH3:3])[CH3:4])[CH:10]=3)=[CH:18][N:17]2[N:22]=1. (4) Given the reactants Cl.C(N=C=NCCCN(C)C)C.[CH3:13][C@H:14]([C:27]([OH:29])=[O:28])[C:15]1[CH:16]=[CH:17][C:18]2[CH:19]=[C:20]([O:25][CH3:26])[CH:21]=[CH:22][C:23]=2[CH:24]=1.O[CH2:31][CH2:32][N:33]1[CH:37]=[CH:36][N:35]=[CH:34]1.O1[CH2:42][CH2:41][CH2:40][CH2:39]1, predict the reaction product. The product is: [CH3:26][O:25][C:20]1[CH:19]=[C:18]2[C:23](=[CH:22][CH:21]=1)[CH:24]=[C:15]([CH:14]([CH3:13])[C:27]([O:29][CH2:31][CH2:32][N:33]1[C:37]3[CH:39]=[CH:40][CH:41]=[CH:42][C:36]=3[N:35]=[CH:34]1)=[O:28])[CH:16]=[CH:17]2.